Predict the reaction yield, written as a fraction of the theoretical maximum amount of product (1.0 means a 100% yield; for example, 0.34 means a 34% yield). From a dataset of Reaction yield outcomes from USPTO patents with 853,638 reactions. (1) The reactants are [CH3:1][C:2]1[CH:7]=[CH:6][CH:5]=[C:4]([O:8][CH2:9][C:10]2[CH:15]=[CH:14][C:13](/[CH:16]=[CH:17]/[N+:18]([O-:20])=[O:19])=[CH:12][CH:11]=2)[N:3]=1.C(O)(=O)C.[BH4-].[Na+].O. The catalyst is CS(C)=O. The product is [CH3:1][C:2]1[CH:7]=[CH:6][CH:5]=[C:4]([O:8][CH2:9][C:10]2[CH:15]=[CH:14][C:13]([CH2:16][CH2:17][N+:18]([O-:20])=[O:19])=[CH:12][CH:11]=2)[N:3]=1. The yield is 0.560. (2) The yield is 0.770. The product is [OH:41]/[N:2]=[C:7](/[C@@H:6]1[C@:29]2([CH3:35])[C@H:3]([C@H:22]3[C@H:24]([CH2:31][CH2:30]2)[C@:9]2([CH3:10])[C:14](=[CH:16][C:17](=[O:18])[CH2:19][CH2:15]2)[CH2:13][CH2:21]3)[CH2:4][CH2:5]1)\[CH3:25]. No catalyst specified. The reactants are C[N:2]1[CH2:7][CH2:6][CH2:5][CH2:4][C:3]1=O.[C:9]1([CH3:15])[CH:14]=[CH:13]C=C[CH:10]=1.[CH3:16][CH:17]([CH3:19])[O-:18].[Al+3].[CH3:21][CH:22]([CH3:24])[O-].[CH3:25]C(C)[O-].[C@H:29](O)([C:35]([O-])=O)[C@@H:30](O)[C:31]([O-])=O.[Na+].[K+].[OH2:41]. (3) The reactants are C([O:5][C:6](=[O:18])[CH2:7][NH:8][C:9](=[O:17])[C:10]1[CH:15]=[CH:14][C:13]([OH:16])=[CH:12][CH:11]=1)(C)(C)C.[CH3:19][C:20]1[CH:25]=[CH:24][C:23]([CH2:26][CH2:27]O)=[CH:22][CH:21]=1. No catalyst specified. The product is [CH3:19][C:20]1[CH:25]=[CH:24][C:23]([CH2:26][CH2:27][O:16][C:13]2[CH:12]=[CH:11][C:10]([C:9]([NH:8][CH2:7][C:6]([OH:5])=[O:18])=[O:17])=[CH:15][CH:14]=2)=[CH:22][CH:21]=1. The yield is 0.900. (4) The reactants are [NH2:1][C:2]1[C:11]2[C:6](=[CH:7][CH:8]=[CH:9][CH:10]=2)[CH:5]=[CH:4][C:3]=1[C:12]([OH:21])([C:17]([F:20])([F:19])[F:18])[C:13]([F:16])([F:15])[F:14].[Cl:22][C:23]1[CH:28]=[CH:27][C:26]([N:29]=[C:30]=[O:31])=[CH:25][CH:24]=1. The catalyst is C(OCC)C. The product is [Cl:22][C:23]1[CH:28]=[CH:27][C:26]([NH:29][C:30]([NH:1][C:2]2[C:11]3[C:6](=[CH:7][CH:8]=[CH:9][CH:10]=3)[CH:5]=[CH:4][C:3]=2[C:12]([OH:21])([C:13]([F:14])([F:15])[F:16])[C:17]([F:18])([F:19])[F:20])=[O:31])=[CH:25][CH:24]=1. The yield is 0.270. (5) The reactants are N([O-])=O.[Na+].N[C@H:6]([C:11]([OH:13])=[O:12])[CH2:7][CH:8]([CH3:10])[CH3:9].[BrH:14]. The catalyst is O. The product is [Br:14][C@@H:6]([CH2:7][CH:8]([CH3:10])[CH3:9])[C:11]([OH:13])=[O:12]. The yield is 0.800. (6) The reactants are [Si:1]([O:8][C@@H:9]1[C@H:13]([CH3:14])[NH:12][C@H:11]([C:15]([O:17][CH3:18])=[O:16])[CH2:10]1)([C:4]([CH3:7])([CH3:6])[CH3:5])([CH3:3])[CH3:2].[C:19](O[C:19]([O:21][C:22]([CH3:25])([CH3:24])[CH3:23])=[O:20])([O:21][C:22]([CH3:25])([CH3:24])[CH3:23])=[O:20]. The catalyst is CN(C)C1C=CN=CC=1.C1COCC1. The product is [Si:1]([O:8][C@@H:9]1[C@H:13]([CH3:14])[N:12]([C:19]([O:21][C:22]([CH3:25])([CH3:24])[CH3:23])=[O:20])[C@H:11]([C:15]([O:17][CH3:18])=[O:16])[CH2:10]1)([C:4]([CH3:6])([CH3:7])[CH3:5])([CH3:2])[CH3:3]. The yield is 0.400. (7) The reactants are [CH3:1][O:2][C:3]1[CH:10]=[C:9]([N+:11]([O-:13])=[O:12])[CH:8]=[CH:7][C:4]=1[CH:5]=[O:6].C1(C)C=CC(S(O)(=O)=O)=CC=1.[CH2:25](O)[CH2:26][OH:27]. The catalyst is C1(C)C=CC=CC=1. The product is [CH3:1][O:2][C:3]1[CH:10]=[C:9]([N+:11]([O-:13])=[O:12])[CH:8]=[CH:7][C:4]=1[CH:5]1[O:27][CH2:26][CH2:25][O:6]1. The yield is 0.950. (8) The reactants are Br[CH:2]([CH3:4])[CH3:3].[OH:5][C:6]1[CH:7]=[C:8]([CH:12]=[C:13]([C:16]([F:19])([F:18])[F:17])[C:14]=1[OH:15])[C:9]([OH:11])=[O:10].[C:20]([O-])([O-])=O.[K+].[K+].[OH-].[Na+].CCO[C:31]([CH3:33])=O. The catalyst is CN(C=O)C.O1CCOCC1. The product is [CH:2]([O:5][C:6]1[CH:7]=[C:8]([CH:12]=[C:13]([C:16]([F:17])([F:18])[F:19])[C:14]=1[O:15][CH:31]([CH3:33])[CH3:20])[C:9]([OH:11])=[O:10])([CH3:4])[CH3:3]. The yield is 0.330. (9) The reactants are [CH3:1][CH2:2][O:3][C:4]([C:6]1[NH:7][C:8]2[C:13]([CH:14]=1)=[CH:12][C:11]([C:15]([OH:17])=[O:16])=[CH:10][CH:9]=2)=[O:5].Cl.[CH3:19][CH2:20]O. No catalyst specified. The product is [CH2:2]([O:3][C:4]([C:6]1[NH:7][C:8]2[C:13]([CH:14]=1)=[CH:12][C:11]([C:15]([O:17][CH2:19][CH3:20])=[O:16])=[CH:10][CH:9]=2)=[O:5])[CH3:1]. The yield is 0.990. (10) The product is [CH2:1]([O:8][C:9]1[C:14]([CH2:15][N:16]2[CH2:25][CH2:24][C:23]3[C:18](=[C:19]([Cl:28])[C:20]([CH:44]([OH:45])[CH:42]4[CH2:43][O:40][CH2:41]4)=[CH:21][C:22]=3[Cl:26])[C:17]2=[O:29])=[C:13]([O:30][CH3:31])[CH:12]=[C:11]([CH3:32])[N:10]=1)[C:2]1[CH:7]=[CH:6][CH:5]=[CH:4][CH:3]=1. The yield is 0.590. The catalyst is C1COCC1. The reactants are [CH2:1]([O:8][C:9]1[C:14]([CH2:15][N:16]2[CH2:25][CH2:24][C:23]3[C:18](=[C:19]([Cl:28])[C:20](Br)=[CH:21][C:22]=3[Cl:26])[C:17]2=[O:29])=[C:13]([O:30][CH3:31])[CH:12]=[C:11]([CH3:32])[N:10]=1)[C:2]1[CH:7]=[CH:6][CH:5]=[CH:4][CH:3]=1.[Cl-].[Li+].C([Mg]Cl)(C)C.[O:40]1[CH2:43][CH:42]([CH:44]=[O:45])[CH2:41]1.